Dataset: M1 muscarinic receptor antagonist screen with 61,756 compounds. Task: Binary Classification. Given a drug SMILES string, predict its activity (active/inactive) in a high-throughput screening assay against a specified biological target. (1) The drug is Clc1c(Cn2c(nc3n(c(=O)n(c(=O)c23)C)C)CN2CCN(CC2)c2ccccc2)cccc1. The result is 0 (inactive). (2) The molecule is Fc1c(C(=O)Nc2cc3OCCOc3cc2)cccc1. The result is 0 (inactive). (3) The compound is o\1[nH]c(C(=O)N2CCCc3c2cccc3)cc1=C1/C=CC(=O)C=C1. The result is 0 (inactive).